This data is from Forward reaction prediction with 1.9M reactions from USPTO patents (1976-2016). The task is: Predict the product of the given reaction. (1) The product is: [CH:25]([O:28][C:29]1[CH:37]=[CH:36][C:32]([C:33]([N:22]2[CH2:23][CH2:24][CH:19]([CH2:18][O:17][C:14]3[CH:13]=[CH:12][C:11]([C:8]4[CH:9]=[CH:10][C:5]([S:2]([CH3:1])(=[O:3])=[O:4])=[CH:6][CH:7]=4)=[CH:16][N:15]=3)[CH2:20][CH2:21]2)=[O:34])=[CH:31][CH:30]=1)([CH3:27])[CH3:26]. Given the reactants [CH3:1][S:2]([C:5]1[CH:10]=[CH:9][C:8]([C:11]2[CH:12]=[CH:13][C:14]([O:17][CH2:18][CH:19]3[CH2:24][CH2:23][NH:22][CH2:21][CH2:20]3)=[N:15][CH:16]=2)=[CH:7][CH:6]=1)(=[O:4])=[O:3].[CH:25]([O:28][C:29]1[CH:37]=[CH:36][C:32]([C:33](O)=[O:34])=[CH:31][CH:30]=1)([CH3:27])[CH3:26], predict the reaction product. (2) Given the reactants FC(C1NC(=O)C2N=CC=CC=2N=1)(F)F.O=P(Cl)(Cl)[Cl:18].[F:21][C:22]([F:35])([F:34])[C:23]1[CH:24]=[CH:25][C:26]2[N:27]=[CH:28][NH:29][C:30](=O)[C:31]=2[N:32]=1, predict the reaction product. The product is: [Cl:18][C:30]1[C:31]2[N:32]=[C:23]([C:22]([F:35])([F:34])[F:21])[CH:24]=[CH:25][C:26]=2[N:27]=[CH:28][N:29]=1.